From a dataset of Full USPTO retrosynthesis dataset with 1.9M reactions from patents (1976-2016). Predict the reactants needed to synthesize the given product. (1) Given the product [Cl:9][C:3]1[CH:4]=[C:5]([NH2:6])[CH:7]=[CH:8][C:2]=1[C:12]1[CH:13]=[CH:14][C:15]([S:17][CH3:18])=[CH:16][C:11]=1[F:10], predict the reactants needed to synthesize it. The reactants are: Br[C:2]1[CH:8]=[CH:7][C:5]([NH2:6])=[CH:4][C:3]=1[Cl:9].[F:10][C:11]1[CH:16]=[C:15]([S:17][CH3:18])[CH:14]=[CH:13][C:12]=1B(O)O.C1(C)C=CC=CC=1.C(=O)([O-])[O-].[Na+].[Na+]. (2) Given the product [Cl:1][C:2]1[CH:7]=[CH:6][CH:5]=[C:4]([CH3:8])[C:3]=1[CH2:9][O:10][C:30]1[CH:29]=[C:28]([CH2:32][C:33]([O:35][CH2:36][CH3:37])=[O:34])[CH:27]=[CH:26][CH:31]=1, predict the reactants needed to synthesize it. The reactants are: [Cl:1][C:2]1[CH:7]=[CH:6][CH:5]=[C:4]([CH3:8])[C:3]=1[CH2:9][OH:10].N(C(OC(C)C)=O)=NC(OC(C)C)=O.O[C:26]1[CH:27]=[C:28]([CH2:32][C:33]([O:35][CH2:36][CH3:37])=[O:34])[CH:29]=[CH:30][CH:31]=1.C1(P(C2C=CC=CC=2)C2C=CC=CC=2)C=CC=CC=1. (3) Given the product [Cl:20][C:17]1[CH:16]=[CH:15][C:14]([C:9]2[C:8]([C:3]3[CH:4]=[CH:5][CH:6]=[CH:7][C:2]=3[Cl:1])=[N:12][N:11]3[C:24]([OH:23])=[C:25]([CH3:29])[C:26]([CH3:27])=[N:13][C:10]=23)=[CH:19][CH:18]=1, predict the reactants needed to synthesize it. The reactants are: [Cl:1][C:2]1[CH:7]=[CH:6][CH:5]=[CH:4][C:3]=1[C:8]1[C:9]([C:14]2[CH:19]=[CH:18][C:17]([Cl:20])=[CH:16][CH:15]=2)=[C:10]([NH2:13])[NH:11][N:12]=1.C([O:23][C:24](=O)[CH:25]([CH3:29])[C:26](=O)[CH3:27])C.C(OCC)C. (4) Given the product [Br:16][C:15]1[S:14][C:13]([S:17]([N:32]2[CH2:33][CH2:34][CH:29]([OH:28])[CH2:30][CH2:31]2)(=[O:19])=[O:18])=[CH:12][C:11]=1[C:7]1[S:6][C:5]([NH:4][C:1](=[O:3])[CH3:2])=[N:9][C:8]=1[CH3:10], predict the reactants needed to synthesize it. The reactants are: [C:1]([NH:4][C:5]1[S:6][C:7]([C:11]2[CH:12]=[C:13]([S:17](Cl)(=[O:19])=[O:18])[S:14][C:15]=2[Br:16])=[C:8]([CH3:10])[N:9]=1)(=[O:3])[CH3:2].C(N(CC)CC)C.[OH:28][CH:29]1[CH2:34][CH2:33][NH:32][CH2:31][CH2:30]1.